The task is: Predict the reaction yield, written as a fraction of the theoretical maximum amount of product (1.0 means a 100% yield; for example, 0.34 means a 34% yield).. This data is from Reaction yield outcomes from USPTO patents with 853,638 reactions. (1) The reactants are C([S@@]([N:7]1[CH2:11][CH2:10][CH2:9][C@@H:8]1[C:12]1[CH:17]=[C:16]([F:18])[CH:15]=[CH:14][C:13]=1[F:19])=O)(C)(C)C.Cl. The catalyst is CO. The product is [F:19][C:13]1[CH:14]=[CH:15][C:16]([F:18])=[CH:17][C:12]=1[C@H:8]1[CH2:9][CH2:10][CH2:11][NH:7]1. The yield is 0.920. (2) The yield is 0.745. The product is [CH3:32][C:33]([CH3:36])([CH3:34])[C:3](=[O:2])[C:4]([N:5]1[CH2:10][CH2:9][CH2:8][CH2:7][CH:6]1[C:11](=[O:29])[CH:12]([CH2:21][CH2:22][C:23]1[CH:24]=[CH:25][CH:26]=[CH:27][CH:28]=1)[CH2:13][CH2:14][C:15]1[CH:20]=[CH:19][CH:18]=[CH:17][CH:16]=1)=[O:30]. The reactants are C[O:2][C:3](=O)[C:4](=[O:30])[N:5]1[CH2:10][CH2:9][CH2:8][CH2:7][CH:6]1[C:11](=[O:29])[CH:12]([CH2:21][CH2:22][C:23]1[CH:28]=[CH:27][CH:26]=[CH:25][CH:24]=1)[CH2:13][CH2:14][C:15]1[CH:20]=[CH:19][CH:18]=[CH:17][CH:16]=1.[CH3:32][C:33]([Mg]Cl)([CH3:36])[CH2:34]C.[Cl-].[NH4+]. The catalyst is C1COCC1. (3) The reactants are [OH:1][CH2:2][C:3]1[CH:10]=[C:9]([CH3:11])[C:6]([C:7]#[N:8])=[C:5]([O:12][CH3:13])[N:4]=1. The catalyst is CC(O)=O.C(O)C.[Ni]. The product is [NH2:8][CH2:7][C:6]1[C:9]([CH3:11])=[CH:10][C:3]([CH2:2][OH:1])=[N:4][C:5]=1[O:12][CH3:13]. The yield is 0.587. (4) The reactants are C([O-])=O.[NH4+].C([N:12]1[CH2:17][CH2:16][C:15]([CH2:21][CH2:22][CH2:23][CH3:24])([N:18]([CH3:20])[CH3:19])[CH2:14][CH2:13]1)C1C=CC=CC=1.CO.C(Cl)(Cl)[Cl:28]. The catalyst is CO.[OH-].[OH-].[Pd+2]. The product is [ClH:28].[ClH:28].[CH2:21]([C:15]1([N:18]([CH3:20])[CH3:19])[CH2:16][CH2:17][NH:12][CH2:13][CH2:14]1)[CH2:22][CH2:23][CH3:24]. The yield is 0.740. (5) The reactants are [Cl:1][C:2]1[CH:8]=[C:7]([O:9][C:10]([F:13])([F:12])[F:11])[CH:6]=[CH:5][C:3]=1N.N([O-])=O.[Na+].[I-:18].[K+]. The catalyst is Cl.C1CCCCC1.ClCCl. The product is [Cl:1][C:2]1[CH:8]=[C:7]([O:9][C:10]([F:13])([F:12])[F:11])[CH:6]=[CH:5][C:3]=1[I:18]. The yield is 0.780. (6) The reactants are [CH2:1]([NH:3][CH2:4][CH3:5])[CH3:2].CCN(CC)CC.[F:13][C:14]1[CH:15]=[C:16]([N+:21]([O-:23])=[O:22])[CH:17]=[CH:18][C:19]=1F. The catalyst is CCOC(C)=O. The product is [CH2:1]([N:3]([CH2:4][CH3:5])[C:19]1[CH:18]=[CH:17][C:16]([N+:21]([O-:23])=[O:22])=[CH:15][C:14]=1[F:13])[CH3:2]. The yield is 0.990. (7) The reactants are Br[C:2]1[CH:3]=[N:4][CH:5]=[C:6]([Br:8])[CH:7]=1.[C:9]([NH:16][CH:17]1[CH2:22][CH2:21][NH:20][CH2:19][CH2:18]1)([O:11][C:12]([CH3:15])([CH3:14])[CH3:13])=[O:10].C1(P(C2C=CC=CC=2)C2C=CC3C(=CC=CC=3)C=2C2C3C(=CC=CC=3)C=CC=2P(C2C=CC=CC=2)C2C=CC=CC=2)C=CC=CC=1.CC(C)([O-])C.[Na+]. The catalyst is C1(C)C=CC=CC=1.C1C=CC(/C=C/C(/C=C/C2C=CC=CC=2)=O)=CC=1.C1C=CC(/C=C/C(/C=C/C2C=CC=CC=2)=O)=CC=1.C1C=CC(/C=C/C(/C=C/C2C=CC=CC=2)=O)=CC=1.[Pd].[Pd]. The product is [Br:8][C:6]1[CH:7]=[C:2]([N:20]2[CH2:19][CH2:18][CH:17]([NH:16][C:9](=[O:10])[O:11][C:12]([CH3:14])([CH3:13])[CH3:15])[CH2:22][CH2:21]2)[CH:3]=[N:4][CH:5]=1. The yield is 0.756. (8) The reactants are Cl[C:2]1[CH:7]=[CH:6][C:5]([N+:8]([O-:10])=[O:9])=[CH:4][C:3]=1[F:11].[CH3:12][Si:13](N[Si:13]([CH3:15])([CH3:14])[CH3:12])([CH3:15])[CH3:14].C(OCC)(=O)C. The catalyst is C1(C)C(C)=CC=CC=1.C1C=CC([P]([Pd]([P](C2C=CC=CC=2)(C2C=CC=CC=2)C2C=CC=CC=2)([P](C2C=CC=CC=2)(C2C=CC=CC=2)C2C=CC=CC=2)[P](C2C=CC=CC=2)(C2C=CC=CC=2)C2C=CC=CC=2)(C2C=CC=CC=2)C2C=CC=CC=2)=CC=1. The product is [F:11][C:3]1[CH:4]=[C:5]([N+:8]([O-:10])=[O:9])[CH:6]=[CH:7][C:2]=1[Si:13]([CH3:15])([CH3:14])[CH3:12]. The yield is 1.01.